This data is from Forward reaction prediction with 1.9M reactions from USPTO patents (1976-2016). The task is: Predict the product of the given reaction. (1) Given the reactants [CH:1]1([NH:7][C:8]2[CH:18]=[CH:17][C:11]([C:12]([O:14][CH2:15][CH3:16])=[O:13])=[CH:10][C:9]=2[N+:19]([O-])=O)[CH2:6][CH2:5][CH2:4][CH2:3][CH2:2]1.C1CCCCC=1, predict the reaction product. The product is: [NH2:19][C:9]1[CH:10]=[C:11]([CH:17]=[CH:18][C:8]=1[NH:7][CH:1]1[CH2:6][CH2:5][CH2:4][CH2:3][CH2:2]1)[C:12]([O:14][CH2:15][CH3:16])=[O:13]. (2) The product is: [Br:1][C:2]1[CH:10]=[C:9]2[C:5]([C:6]([C:11]([O:13][CH3:18])=[O:12])=[N:7][NH:8]2)=[CH:4][CH:3]=1. Given the reactants [Br:1][C:2]1[CH:10]=[C:9]2[C:5]([C:6]([C:11]([OH:13])=[O:12])=[N:7][NH:8]2)=[CH:4][CH:3]=1.S(Cl)(Cl)=O.[CH3:18]O, predict the reaction product.